Dataset: Full USPTO retrosynthesis dataset with 1.9M reactions from patents (1976-2016). Task: Predict the reactants needed to synthesize the given product. Given the product [CH2:38]([O:40][C:41](=[O:53])[C@@H:42]([O:51][CH3:52])[CH2:43][C:44]1[CH:45]=[CH:46][C:47]([O:50][C:31]2[CH:36]=[CH:35][CH:34]=[C:33]([Br:37])[CH:32]=2)=[CH:48][CH:49]=1)[CH3:39], predict the reactants needed to synthesize it. The reactants are: C(P(C(C)(C)C)C1C=CC=CC=1C1C=CC=CC=1)(C)(C)C.P([O-])([O-])([O-])=O.[K+].[K+].[K+].Br[C:31]1[CH:36]=[CH:35][CH:34]=[C:33]([Br:37])[CH:32]=1.[CH2:38]([O:40][C:41](=[O:53])[C@@H:42]([O:51][CH3:52])[CH2:43][C:44]1[CH:49]=[CH:48][C:47]([OH:50])=[CH:46][CH:45]=1)[CH3:39].